Dataset: Full USPTO retrosynthesis dataset with 1.9M reactions from patents (1976-2016). Task: Predict the reactants needed to synthesize the given product. (1) Given the product [CH3:1][C:2]1[CH:7]=[CH:6][C:5]([C:8]2[C:9]([C:13]([F:16])([F:15])[F:14])=[N:10][NH:11][CH:12]=2)=[CH:4][C:3]=1[CH:17]([S:22]([CH:23]([C:28]1[CH:33]=[C:32]([C:34]2[C:35]([C:39]([F:42])([F:40])[F:41])=[N:36][NH:37][CH:38]=2)[CH:31]=[CH:30][C:29]=1[CH3:43])[C:24]([F:25])([F:26])[F:27])=[O:52])[C:18]([F:19])([F:20])[F:21], predict the reactants needed to synthesize it. The reactants are: [CH3:1][C:2]1[CH:7]=[CH:6][C:5]([C:8]2[C:9]([C:13]([F:16])([F:15])[F:14])=[N:10][NH:11][CH:12]=2)=[CH:4][C:3]=1[CH:17]([S:22][CH:23]([C:28]1[CH:33]=[C:32]([C:34]2[C:35]([C:39]([F:42])([F:41])[F:40])=[N:36][NH:37][CH:38]=2)[CH:31]=[CH:30][C:29]=1[CH3:43])[C:24]([F:27])([F:26])[F:25])[C:18]([F:21])([F:20])[F:19].ClC1C=CC=C(C(OO)=[O:52])C=1.S([O-])([O-])=O.[Na+].[Na+]. (2) Given the product [Cl:14][C:15]1[C:16]([CH2:17][N:18]2[C:26]3[C:21](=[CH:22][C:23]([C:27](=[O:28])[NH:13][C@H:11]([C:7]4[CH:8]=[CH:9][CH:10]=[C:5]([CH:2]([CH3:4])[CH3:3])[CH:6]=4)[CH3:12])=[CH:24][CH:25]=3)[C:20]([CH3:30])=[C:19]2[CH3:31])=[CH:32][CH:33]=[CH:34][C:35]=1[O:36][C@@H:37]([CH3:42])[C:38]([O:40][CH3:41])=[O:39], predict the reactants needed to synthesize it. The reactants are: Cl.[CH:2]([C:5]1[CH:6]=[C:7]([C@@H:11]([NH2:13])[CH3:12])[CH:8]=[CH:9][CH:10]=1)([CH3:4])[CH3:3].[Cl:14][C:15]1[C:35]([O:36][C@@H:37]([CH3:42])[C:38]([O:40][CH3:41])=[O:39])=[CH:34][CH:33]=[CH:32][C:16]=1[CH2:17][N:18]1[C:26]2[C:21](=[CH:22][C:23]([C:27](O)=[O:28])=[CH:24][CH:25]=2)[C:20]([CH3:30])=[C:19]1[CH3:31]. (3) Given the product [C:12]([O:11][C:10]([NH:9][CH2:8][CH:6]1[CH2:5][CH2:4][N:3]([C:17]([O:18][CH2:19][C:20]2[CH:21]=[C:22]([Cl:27])[CH:23]=[C:24]([Cl:26])[CH:25]=2)=[O:28])[CH:2]([CH3:1])[CH2:7]1)=[O:16])([CH3:15])([CH3:14])[CH3:13], predict the reactants needed to synthesize it. The reactants are: [CH3:1][CH:2]1[CH2:7][CH:6]([CH2:8][NH:9][C:10](=[O:16])[O:11][C:12]([CH3:15])([CH3:14])[CH3:13])[CH2:5][CH2:4][NH:3]1.[C:17](Cl)(=[O:28])[O:18][CH2:19][C:20]1[CH:25]=[C:24]([Cl:26])[CH:23]=[C:22]([Cl:27])[CH:21]=1.C(=O)(O)[O-].[Na+]. (4) Given the product [CH2:26]([NH:33][C:20]([C:18]1[N:19]=[C:15]([N:12]2[CH:13]=[CH:14][C:9]([O:8][CH2:1][C:2]3[CH:3]=[CH:4][CH:5]=[CH:6][CH:7]=3)=[CH:10][C:11]2=[O:25])[N:16]([CH3:24])[C:17]=1[CH3:23])=[O:22])[C:27]1[CH:32]=[CH:31][CH:30]=[CH:29][CH:28]=1, predict the reactants needed to synthesize it. The reactants are: [CH2:1]([O:8][C:9]1[CH:14]=[CH:13][N:12]([C:15]2[N:16]([CH3:24])[C:17]([CH3:23])=[C:18]([C:20]([OH:22])=O)[N:19]=2)[C:11](=[O:25])[CH:10]=1)[C:2]1[CH:7]=[CH:6][CH:5]=[CH:4][CH:3]=1.[CH2:26]([NH2:33])[C:27]1[CH:32]=[CH:31][CH:30]=[CH:29][CH:28]=1. (5) Given the product [CH3:16][N:2]([CH3:1])[N:3]=[CH:4][C:5]1[CH:13]=[CH:12][CH:11]=[C:10]2[C:6]=1[C:7](=[O:15])[N:18]([CH:19]1[CH2:24][CH2:23][C:22](=[O:25])[NH:21][C:20]1=[O:26])[C:9]2=[O:14], predict the reactants needed to synthesize it. The reactants are: [CH3:1][N:2]([CH3:16])[N:3]=[CH:4][C:5]1[CH:13]=[CH:12][CH:11]=[C:10]2[C:6]=1[C:7](=[O:15])O[C:9]2=[O:14].Cl.[NH2:18][CH:19]1[CH2:24][CH2:23][C:22](=[O:25])[NH:21][C:20]1=[O:26].C(O)(=O)C.N1C=CN=C1. (6) Given the product [S:28]1[CH:32]=[CH:31][CH:30]=[C:29]1[S:33]([O:26][C:11]1[N:10]=[CH:9][CH:8]=[C:7]2[C:12]=1[CH:13]([C:14]1[CH:15]=[CH:16][CH:17]=[C:18]3[C:23]=1[O:22][C:21]([CH3:24])=[CH:20][C:19]3=[O:25])[C:4]([C:1](=[O:3])[CH3:2])=[C:5]([CH3:27])[NH:6]2)(=[O:35])=[O:34], predict the reactants needed to synthesize it. The reactants are: [C:1]([C:4]1[CH:13]([C:14]2[CH:15]=[CH:16][CH:17]=[C:18]3[C:23]=2[O:22][C:21]([CH3:24])=[CH:20][C:19]3=[O:25])[C:12]2[C:11](=[O:26])[NH:10][CH:9]=[CH:8][C:7]=2[NH:6][C:5]=1[CH3:27])(=[O:3])[CH3:2].[S:28]1[CH:32]=[CH:31][CH:30]=[C:29]1[S:33](Cl)(=[O:35])=[O:34]. (7) The reactants are: [Br:1][C:2]1[CH:3]=[C:4]([C:8]([C:16]2[CH:21]=[CH:20][CH:19]=[C:18]([F:22])[C:17]=2[C:23]#[N:24])=[N:9]S(C(C)(C)C)=O)[CH:5]=[CH:6][CH:7]=1.I[C:26]1[CH:27]=[C:28]([C:34]([F:37])([F:36])[F:35])[C:29]([O:32][CH3:33])=[N:30][CH:31]=1. Given the product [Br:1][C:2]1[CH:3]=[C:4]([C:8]2([C:26]3[CH:31]=[N:30][C:29]([O:32][CH3:33])=[C:28]([C:34]([F:37])([F:36])[F:35])[CH:27]=3)[C:16]3[C:17](=[C:18]([F:22])[CH:19]=[CH:20][CH:21]=3)[C:23]([NH2:24])=[N:9]2)[CH:5]=[CH:6][CH:7]=1, predict the reactants needed to synthesize it. (8) Given the product [N:1]([C@@H:4]([C@@H:26]([C:33]1[CH:34]=[CH:35][C:36]([Cl:39])=[CH:37][CH:38]=1)[CH:27]1[CH2:32][CH2:31][O:30][CH2:29][CH2:28]1)[C:5]([NH:7][C:8]1[CH:13]=[CH:12][CH:11]=[C:10]([F:14])[C:9]=1[CH2:15][CH2:16][C@H:17]([NH:18][S:20]([CH:23]1[CH2:25][CH2:24]1)(=[O:21])=[O:22])[CH2:19][NH:40][CH2:41][C@H:42]([OH:44])[CH3:43])=[O:6])=[N+:2]=[N-:3], predict the reactants needed to synthesize it. The reactants are: [N:1]([C@@H:4]([C@@H:26]([C:33]1[CH:38]=[CH:37][C:36]([Cl:39])=[CH:35][CH:34]=1)[CH:27]1[CH2:32][CH2:31][O:30][CH2:29][CH2:28]1)[C:5]([NH:7][C:8]1[CH:13]=[CH:12][CH:11]=[C:10]([F:14])[C:9]=1[CH2:15][CH2:16][CH:17]1[CH2:19][N@@:18]1[S:20]([CH:23]1[CH2:25][CH2:24]1)(=[O:22])=[O:21])=[O:6])=[N+:2]=[N-:3].[NH2:40][CH2:41][C@H:42]([OH:44])[CH3:43]. (9) Given the product [S:35]1[CH:36]=[C:32]([CH2:31][N:21]([C@@H:22]([CH3:30])[CH:23]([O:24][CH2:25][CH3:26])[O:27][CH2:28][CH3:29])[C:19](=[O:20])[C@@H:18]([NH:17][C:13](=[O:15])[CH2:12][O:11][NH:10][C:9]([NH:8][CH2:1][C:2]2[CH:3]=[CH:4][CH:5]=[CH:6][CH:7]=2)=[O:16])[CH2:41][C:42]2[CH:43]=[CH:44][C:45]([O:48][C:49]([CH3:50])([CH3:52])[CH3:51])=[CH:46][CH:47]=2)[C:33]2[CH:40]=[CH:39][CH:38]=[CH:37][C:34]1=2, predict the reactants needed to synthesize it. The reactants are: [CH2:1]([NH:8][C:9](=[O:16])[NH:10][O:11][CH2:12][C:13]([OH:15])=O)[C:2]1[CH:7]=[CH:6][CH:5]=[CH:4][CH:3]=1.[NH2:17][C@@H:18]([CH2:41][C:42]1[CH:47]=[CH:46][C:45]([O:48][C:49]([CH3:52])([CH3:51])[CH3:50])=[CH:44][CH:43]=1)[C:19]([N:21]([CH2:31][C:32]1[C:33]2[CH:40]=[CH:39][CH:38]=[CH:37][C:34]=2[S:35][CH:36]=1)[C@@H:22]([CH3:30])[CH:23]([O:27][CH2:28][CH3:29])[O:24][CH2:25][CH3:26])=[O:20]. (10) The reactants are: Br[C:2]1[CH:3]=[C:4]([C:9]([CH3:13])([CH3:12])[C:10]#[N:11])[CH:5]=[C:6]([Br:8])[CH:7]=1.CO[B:16]1[O:20][C:19]([CH3:22])([CH3:21])[C:18]([CH3:24])([CH3:23])[O:17]1. Given the product [Br:8][C:6]1[CH:5]=[C:4]([C:9]([CH3:13])([CH3:12])[C:10]#[N:11])[CH:3]=[C:2]([B:16]2[O:20][C:19]([CH3:22])([CH3:21])[C:18]([CH3:24])([CH3:23])[O:17]2)[CH:7]=1, predict the reactants needed to synthesize it.